Dataset: hERG Central: cardiac toxicity at 1µM, 10µM, and general inhibition. Task: Predict hERG channel inhibition at various concentrations. (1) The compound is Cc1cc(Cl)cc(Cl)c1OCCN1CCCC1. Results: hERG_inhib (hERG inhibition (general)): blocker. (2) Results: hERG_inhib (hERG inhibition (general)): blocker. The drug is Cc1ccc2c(c1)nnn2C1CCN(CC(=O)NCc2ccccc2F)CC1.